This data is from Full USPTO retrosynthesis dataset with 1.9M reactions from patents (1976-2016). The task is: Predict the reactants needed to synthesize the given product. (1) Given the product [CH3:51][C@@H:56]([CH:16]1[C:17]2([CH:18]=[O:19])[C@H:24]([OH:25])[C@@:71]([CH3:43])([CH2:72][CH:74]=[C:30]2[CH:68]=[O:69])[CH2:75][CH2:77]1)[CH2:55][CH2:54][CH:57]=[C:59]([CH3:60])[CH3:64], predict the reactants needed to synthesize it. The reactants are: C([O:19][CH2:18][C:17]([CH2:30]OC(=O)C=C)([CH2:16]O[CH2:16][C:17]([CH2:30]OC(=O)C=C)([CH2:24][O:25]C(=O)C=C)[CH2:18][O:19]C(=O)C=C)[CH2:24][O:25]C(=O)C=C)(=O)C=C.N1C(N)=NC(N)=N[C:43]=1N.[CH2:51]1[CH2:56][CH2:55][C:54](O)([C:57]([C:59]2[CH:64]=CC=C[CH:60]=2)=O)CC1.C([C:68](C)=[O:69])C.[CH2:71]([C:75]([CH3:77])=O)[CH:72]([CH3:74])C. (2) Given the product [Cl:1][C:2]1[CH:3]=[CH:4][C:5]([CH2:6][C:7]2[N:8]=[C:9]([C:14]3[CH:19]=[CH:18][N:17]=[CH:16][CH:15]=3)[S:10][C:11]=2[C:12]2[NH:24][N:23]=[N:22][N:13]=2)=[CH:20][CH:21]=1, predict the reactants needed to synthesize it. The reactants are: [Cl:1][C:2]1[CH:21]=[CH:20][C:5]([CH2:6][C:7]2[N:8]=[C:9]([C:14]3[CH:19]=[CH:18][N:17]=[CH:16][CH:15]=3)[S:10][C:11]=2[C:12]#[N:13])=[CH:4][CH:3]=1.[N-:22]=[N+:23]=[N-:24].[Na+].[Cl-].[NH4+]. (3) The reactants are: Br[C:2]1[CH:7]=[CH:6][CH:5]=[C:4]([S:8]([CH2:11][CH3:12])(=[O:10])=[O:9])[CH:3]=1.[F:13][C:14]([F:36])([F:35])[C:15]1[N:19]([C:20]2[CH:25]=[CH:24][C:23]([OH:26])=[CH:22][CH:21]=2)[C:18]2[CH:27]=[CH:28][CH:29]=[C:30]([C:31]([F:34])([F:33])[F:32])[C:17]=2[N:16]=1. Given the product [CH2:11]([S:8]([C:4]1[CH:3]=[C:2]([CH:7]=[CH:6][CH:5]=1)[O:26][C:23]1[CH:22]=[CH:21][C:20]([N:19]2[C:18]3[CH:27]=[CH:28][CH:29]=[C:30]([C:31]([F:32])([F:33])[F:34])[C:17]=3[N:16]=[C:15]2[C:14]([F:36])([F:35])[F:13])=[CH:25][CH:24]=1)(=[O:10])=[O:9])[CH3:12], predict the reactants needed to synthesize it. (4) Given the product [C:11]([C:14]1[C:22]2[CH:21]=[N:7][C:6]([CH3:5])=[CH:18][C:17]=2[N:16]([CH2:24][C:25]([OH:27])=[O:26])[N:15]=1)(=[O:13])[NH2:12], predict the reactants needed to synthesize it. The reactants are: CC1[N:7]=[CH:6][C:5]2C=NNC=2C=1.[C:11]([C:14]1[C:22]2[C:17](=[CH:18]N=C(C)[CH:21]=2)[N:16]([CH2:24][C:25]([OH:27])=[O:26])[N:15]=1)(=[O:13])[NH2:12]. (5) Given the product [OH:27][C:28]1[CH:33]=[CH:32][C:31]([C:2]2[N:7]=[C:6]3[N:8]([CH:11]4[CH2:16][CH2:15][N:14]([C:17]([O:19][CH3:20])=[O:18])[CH2:13][CH2:12]4)[N:9]=[CH:10][C:5]3=[C:4]([N:21]3[CH2:26][CH2:25][O:24][CH2:23][CH2:22]3)[N:3]=2)=[CH:30][CH:29]=1, predict the reactants needed to synthesize it. The reactants are: Cl[C:2]1[N:7]=[C:6]2[N:8]([CH:11]3[CH2:16][CH2:15][N:14]([C:17]([O:19][CH3:20])=[O:18])[CH2:13][CH2:12]3)[N:9]=[CH:10][C:5]2=[C:4]([N:21]2[CH2:26][CH2:25][O:24][CH2:23][CH2:22]2)[N:3]=1.[OH:27][C:28]1[CH:33]=[CH:32][C:31](B2OC(C)(C)C(C)(C)O2)=[CH:30][CH:29]=1.C(=O)([O-])[O-].[Na+].[Na+]. (6) Given the product [O:34]=[C:29]([C:13]1[CH:9]=[CH:2][CH:3]=[C:4]([O:6][CH3:7])[CH:12]=1)[CH2:30][C:31]([O:32][CH2:27][CH3:35])=[O:33], predict the reactants needed to synthesize it. The reactants are: O=[C:2]([C:9]1SC=[CH:12][CH:13]=1)[CH2:3][C:4]([O:6][CH2:7]C)=O.S1C=CC=C1C1C=CN=C(N)N=1.C[C:27]1([CH3:35])[O:32][C:31](=[O:33])[CH2:30][C:29](=[O:34])O1.COC1C=C(C=CC=1)C(O)=O. (7) The reactants are: C[O:2][C:3](=[O:25])[CH:4]([C:17]1[CH:22]=[CH:21][C:20]([Cl:23])=[C:19]([Cl:24])[CH:18]=1)[CH2:5][CH2:6][N:7]1[CH2:12][CH2:11][N:10]([S:13]([CH3:16])(=[O:15])=[O:14])[CH2:9][CH2:8]1.O[Li].O.Cl. Given the product [Cl:24][C:19]1[CH:18]=[C:17]([CH:4]([CH2:5][CH2:6][N:7]2[CH2:8][CH2:9][N:10]([S:13]([CH3:16])(=[O:15])=[O:14])[CH2:11][CH2:12]2)[C:3]([OH:25])=[O:2])[CH:22]=[CH:21][C:20]=1[Cl:23], predict the reactants needed to synthesize it.